This data is from Full USPTO retrosynthesis dataset with 1.9M reactions from patents (1976-2016). The task is: Predict the reactants needed to synthesize the given product. The reactants are: [CH:1]1[C:10]2[C:5](=[CH:6][CH:7]=[CH:8][CH:9]=2)[CH:4]=[C:3]([NH:11][C:12](=[O:40])[O:13][CH2:14][C@@H:15]([N:26]([CH3:39])[C:27]([NH:29][CH2:30][C:31]2[CH:36]=[CH:35][CH:34]=[C:33]([F:37])[C:32]=2[F:38])=[O:28])[CH2:16][CH2:17][CH2:18][O:19][P:20]([O:24]C)([O:22]C)=[O:21])[N:2]=1.[Si](I)(C)(C)C. Given the product [CH:1]1[C:10]2[C:5](=[CH:6][CH:7]=[CH:8][CH:9]=2)[CH:4]=[C:3]([NH:11][C:12](=[O:40])[O:13][CH2:14][C@@H:15]([N:26]([CH3:39])[C:27]([NH:29][CH2:30][C:31]2[CH:36]=[CH:35][CH:34]=[C:33]([F:37])[C:32]=2[F:38])=[O:28])[CH2:16][CH2:17][CH2:18][O:19][P:20]([OH:24])([OH:22])=[O:21])[N:2]=1, predict the reactants needed to synthesize it.